From a dataset of Forward reaction prediction with 1.9M reactions from USPTO patents (1976-2016). Predict the product of the given reaction. (1) Given the reactants Cl.[C:2]([O:6][C:7]([N:9]1[CH2:14][CH2:13][N:12]([C:15]2[CH:20]=[CH:19][C:18]([N+:21]([O-])=O)=[CH:17][C:16]=2[C:24]#[N:25])[CH2:11][CH2:10]1)=[O:8])([CH3:5])([CH3:4])[CH3:3].C(=O)([O-])O.[Na+], predict the reaction product. The product is: [C:2]([O:6][C:7]([N:9]1[CH2:14][CH2:13][N:12]([C:15]2[CH:20]=[CH:19][C:18]([NH2:21])=[CH:17][C:16]=2[C:24]#[N:25])[CH2:11][CH2:10]1)=[O:8])([CH3:5])([CH3:3])[CH3:4]. (2) Given the reactants [CH2:1]([N:3]([CH2:6][CH3:7])[CH2:4][CH3:5])[CH3:2].[NH2:8][C@@H:9]1[C@H:14]([O:15][S:16]([C:19]2[CH:25]=[CH:24][C:22]([CH3:23])=[CH:21][CH:20]=2)(=[O:18])=[O:17])[CH2:13][C:12]([C:26]([O:28][CH2:29][CH3:30])=[O:27])=[CH:11][C@H:10]1[Br:31], predict the reaction product. The product is: [NH:8]1[C@@H:9]2[C@@H:10]1[CH:11]=[C:12]([C:26]([O:28][CH2:29][CH3:30])=[O:27])[CH2:13][C@H:14]2[O:15][S:16]([C:19]1[CH:25]=[CH:24][C:22]([CH3:23])=[CH:21][CH:20]=1)(=[O:18])=[O:17].[Br-:31].[CH2:1]([NH+:3]([CH2:6][CH3:7])[CH2:4][CH3:5])[CH3:2]. (3) Given the reactants [OH:1][C:2]1[CH:11]=[C:10]2[C:5]([CH2:6][C@@H:7]([C:12]([OH:14])=[O:13])[NH:8][CH2:9]2)=[CH:4][CH:3]=1.[ClH:15].[CH3:16]O, predict the reaction product. The product is: [ClH:15].[CH3:16][O:13][C:12]([C@@H:7]1[CH2:6][C:5]2[C:10](=[CH:11][C:2]([OH:1])=[CH:3][CH:4]=2)[CH2:9][NH:8]1)=[O:14]. (4) The product is: [OH:9][CH:6]1[CH2:5][CH2:4][CH:3]([CH:2]=[CH2:1])[CH2:8][CH:7]1[OH:12]. Given the reactants [CH2:1]=[CH:2][CH:3]1[CH2:8][CH:7]2[O:9][CH:6]2[CH2:5][CH2:4]1.O.S(=O)(=O)(O)[OH:12], predict the reaction product. (5) Given the reactants [Cl:1][C:2]1[CH:7]=[C:6]([F:8])[CH:5]=[CH:4][C:3]=1/[C:9](/[CH:35]1[CH2:38][CH2:37][CH2:36]1)=[C:10](\[C:22]1[CH:27]=[CH:26][C:25](/[CH:28]=[CH:29]/[C:30]([O:32][CH2:33][CH3:34])=[O:31])=[CH:24][CH:23]=1)/[C:11]1[C:15]2[CH:16]=[CH:17][CH:18]=[C:19]([O:20]C)[C:14]=2[O:13][CH:12]=1.B(Br)(Br)Br, predict the reaction product. The product is: [Cl:1][C:2]1[CH:7]=[C:6]([F:8])[CH:5]=[CH:4][C:3]=1/[C:9](/[CH:35]1[CH2:38][CH2:37][CH2:36]1)=[C:10](\[C:22]1[CH:23]=[CH:24][C:25](/[CH:28]=[CH:29]/[C:30]([O:32][CH2:33][CH3:34])=[O:31])=[CH:26][CH:27]=1)/[C:11]1[C:15]2[CH:16]=[CH:17][CH:18]=[C:19]([OH:20])[C:14]=2[O:13][CH:12]=1. (6) Given the reactants [CH3:1][O:2][C:3](=[O:18])[C:4]1[CH:9]=[C:8]([N:10]2[CH2:14][CH2:13][CH2:12][CH2:11]2)[CH:7]=[CH:6][C:5]=1[C:15](=[S:17])[NH2:16].[CH:19]12[O:25][CH:24]1[CH2:23][CH2:22][CH2:21][C:20]2=O, predict the reaction product. The product is: [CH3:1][O:2][C:3](=[O:18])[C:4]1[CH:9]=[C:8]([N:10]2[CH2:14][CH2:13][CH2:12][CH2:11]2)[CH:7]=[CH:6][C:5]=1[C:15]1[S:17][C:23]2[CH:24]([OH:25])[CH2:19][CH2:20][CH2:21][C:22]=2[N:16]=1. (7) Given the reactants Br[C:2]1[N:6]=[CH:5][N:4]([C:7]2[CH:12]=[CH:11][C:10]([O:13][C:14]([F:20])([F:19])[C:15]([F:18])([F:17])[F:16])=[CH:9][CH:8]=2)[N:3]=1.CC1(C)C(C)(C)OB([C:29]2[CH:34]=[CH:33][C:32]([CH2:35][C:36]([O:38][CH3:39])=[O:37])=[CH:31][CH:30]=2)O1, predict the reaction product. The product is: [F:19][C:14]([F:20])([O:13][C:10]1[CH:11]=[CH:12][C:7]([N:4]2[CH:5]=[N:6][C:2]([C:29]3[CH:34]=[CH:33][C:32]([CH2:35][C:36]([O:38][CH3:39])=[O:37])=[CH:31][CH:30]=3)=[N:3]2)=[CH:8][CH:9]=1)[C:15]([F:18])([F:17])[F:16]. (8) Given the reactants Cl[C:2]1[CH:7]=[C:6]([Cl:8])[N:5]=[C:4]([O:9][CH3:10])[N:3]=1.[Cl:11][C:12]1[CH:20]=[C:19]([Cl:21])[CH:18]=[CH:17][C:13]=1[CH2:14][CH2:15][NH2:16].C(=O)(O)[O-].[Na+].O, predict the reaction product. The product is: [Cl:8][C:6]1[N:5]=[C:4]([O:9][CH3:10])[N:3]=[C:2]([NH:16][CH2:15][CH2:14][C:13]2[CH:17]=[CH:18][C:19]([Cl:21])=[CH:20][C:12]=2[Cl:11])[CH:7]=1. (9) The product is: [Cl:8][C:9]1[CH:17]=[CH:16][C:12]([C:13]([NH:58][CH:59]([CH:69]2[CH2:70][CH2:71][CH2:72][CH2:73]2)[CH2:60][NH:61][C:62](=[O:68])[O:63][C:64]([CH3:67])([CH3:65])[CH3:66])=[O:14])=[CH:11][C:10]=1[NH:18][C:19]([C:21]1[C:32](=[O:33])[NH:31][C:24]2[N:25]=[C:26]([O:29][CH3:30])[N:27]=[CH:28][C:23]=2[CH:22]=1)=[O:20]. Given the reactants C(N(CC)CC)C.[Cl:8][C:9]1[CH:17]=[CH:16][C:12]([C:13](O)=[O:14])=[CH:11][C:10]=1[NH:18][C:19]([C:21]1[C:32](=[O:33])[NH:31][C:24]2[N:25]=[C:26]([O:29][CH3:30])[N:27]=[CH:28][C:23]=2[CH:22]=1)=[O:20].CN(C(ON1N=NC2C=CC=NC1=2)=[N+](C)C)C.F[P-](F)(F)(F)(F)F.[NH2:58][CH:59]([CH:69]1[CH2:73][CH2:72][CH2:71][CH2:70]1)[CH2:60][NH:61][C:62](=[O:68])[O:63][C:64]([CH3:67])([CH3:66])[CH3:65], predict the reaction product.